The task is: Predict the product of the given reaction.. This data is from Forward reaction prediction with 1.9M reactions from USPTO patents (1976-2016). (1) Given the reactants [CH3:1][O:2][C:3]([C@@H:5]1[C@H:10]2[CH2:11][C@H:7]([CH:8]=[CH:9]2)[C@@H:6]1C(O)=O)=[O:4].C([N:17](CC)CC)C.Cl[C:23]([O:25][CH2:26][CH3:27])=[O:24].[N-]=[N+]=[N-].[Na+].[CH2:32](O)[C:33]1C=C[CH:36]=[CH:35][CH:34]=1, predict the reaction product. The product is: [CH2:26]([O:25][C:23]([NH:17][C@H:6]1[C@@H:7]2[CH2:11][C@@H:10]([CH:9]=[CH:8]2)[C@H:5]1[C:3]([O:2][CH3:1])=[O:4])=[O:24])[C:27]1[CH:36]=[CH:35][CH:34]=[CH:33][CH:32]=1. (2) Given the reactants S1C2C=C(O[CH:11]([CH2:21][CH3:22])[C:12]([NH:14][C:15]([CH3:20])([CH3:19])[C:16]#[C:17][CH3:18])=[O:13])C=CC=2N=C1.[Br:23]C(CC)C(Br)=O.C(N(CC)CC)C.O, predict the reaction product. The product is: [Br:23][CH:11]([CH2:21][CH3:22])[C:12]([NH:14][C:15]([CH3:20])([CH3:19])[C:16]#[C:17][CH3:18])=[O:13]. (3) Given the reactants [Li+].CCC[CH2-].C(NC(C)C)(C)C.[Cl:13][C:14]1[CH:15]=[N:16][CH:17]=[CH:18][CH:19]=1.[CH:20](OCC)=[O:21], predict the reaction product. The product is: [Cl:13][C:14]1[CH:15]=[N:16][CH:17]=[CH:18][C:19]=1[CH:20]=[O:21]. (4) Given the reactants FC(F)(F)C(O)=O.[CH3:8][N:9]1[CH2:13][CH2:12][CH2:11][C@H:10]1[CH2:14][O:15][C:16]1[CH:24]=[CH:23][C:19]([C:20](O)=[O:21])=[C:18]([N:25]([CH:32]2[CH2:37][CH2:36][O:35][CH2:34][CH2:33]2)C(=O)C(F)(F)F)[CH:17]=1.C(Cl)(=O)C(Cl)=O.CCN(C(C)C)C(C)C.[F:53][C:54]1[CH:55]=[C:56]([CH:68]=[C:69]([F:71])[CH:70]=1)[CH2:57][C:58]1[CH:59]=[C:60]2[C:64](=[CH:65][CH:66]=1)[NH:63][N:62]=[C:61]2[NH2:67].CCOC(C)=O.CO.N, predict the reaction product. The product is: [F:53][C:54]1[CH:55]=[C:56]([CH:68]=[C:69]([F:71])[CH:70]=1)[CH2:57][C:58]1[CH:59]=[C:60]2[C:64](=[CH:65][CH:66]=1)[NH:63][N:62]=[C:61]2[NH:67][C:20](=[O:21])[C:19]1[CH:23]=[CH:24][C:16]([O:15][CH2:14][C@@H:10]2[CH2:11][CH2:12][CH2:13][N:9]2[CH3:8])=[CH:17][C:18]=1[NH:25][CH:32]1[CH2:33][CH2:34][O:35][CH2:36][CH2:37]1. (5) The product is: [ClH:3].[ClH:1].[Cl:3][C:4]1[CH:16]=[CH:15][C:7]([CH2:8][N:9]2[CH2:14][CH2:13][N:12]([CH:18]([C:19](=[O:20])[C:21]3[CH:26]=[CH:25][CH:24]=[CH:23][CH:22]=3)[CH3:27])[CH2:11][CH2:10]2)=[CH:6][CH:5]=1. Given the reactants [ClH:1].Cl.[Cl:3][C:4]1[CH:16]=[CH:15][C:7]([CH2:8][N:9]2[CH2:14][CH2:13][NH:12][CH2:11][CH2:10]2)=[CH:6][CH:5]=1.Br[CH:18]([CH3:27])[C:19]([C:21]1[CH:26]=[CH:25][CH:24]=[CH:23][CH:22]=1)=[O:20], predict the reaction product. (6) Given the reactants [C:1]([O-])([O-])(OCC)[CH3:2].[Cl:8][C:9]1[CH:10]=[C:11]([NH2:17])[C:12]([NH2:16])=[CH:13][C:14]=1[F:15], predict the reaction product. The product is: [Cl:8][C:9]1[C:14]([F:15])=[CH:13][C:12]2[NH:16][C:1]([CH3:2])=[N:17][C:11]=2[CH:10]=1.